Dataset: Forward reaction prediction with 1.9M reactions from USPTO patents (1976-2016). Task: Predict the product of the given reaction. (1) Given the reactants [CH:1]1([CH2:7][Mg]Br)[CH2:6][CH2:5][CH2:4][CH2:3][CH2:2]1.[CH3:10][N:11]([CH3:25])[C:12]1(C#N)[CH2:22][CH2:21][C:15]2([C:19](=[O:20])[NH:18][CH2:17][CH2:16]2)[CH2:14][CH2:13]1.[Cl-].[NH4+], predict the reaction product. The product is: [CH:1]1([CH2:7][C:12]2([N:11]([CH3:25])[CH3:10])[CH2:22][CH2:21][C:15]3([CH2:16][CH2:17][NH:18][C:19]3=[O:20])[CH2:14][CH2:13]2)[CH2:6][CH2:5][CH2:4][CH2:3][CH2:2]1. (2) Given the reactants CC1(C)COB([C:8]2[C:9]([C:15]#[N:16])=[N:10][C:11]([CH3:14])=[CH:12][CH:13]=2)OC1.Cl[C:19]1[N:24]=[C:23]([CH3:25])[CH:22]=[C:21]([CH3:26])[N:20]=1.[F-].[Cs+], predict the reaction product. The product is: [CH3:26][C:21]1[CH:22]=[C:23]([CH3:25])[N:24]=[C:19]([C:8]2[C:9]([C:15]#[N:16])=[N:10][C:11]([CH3:14])=[CH:12][CH:13]=2)[N:20]=1. (3) Given the reactants [CH:1]1([C:4]#[C:5][C:6]2[CH:17]=[C:16]([O:18][CH3:19])[CH:15]=[CH:14][C:7]=2[C:8](N(C)OC)=[O:9])[CH2:3][CH2:2]1.[CH2:20]([Mg]Cl)[C:21]1[CH:26]=[CH:25][CH:24]=[CH:23][CH:22]=1, predict the reaction product. The product is: [CH:1]1([C:4]#[C:5][C:6]2[CH:17]=[C:16]([O:18][CH3:19])[CH:15]=[CH:14][C:7]=2[C:8](=[O:9])[CH2:20][C:21]2[CH:26]=[CH:25][CH:24]=[CH:23][CH:22]=2)[CH2:2][CH2:3]1.